This data is from Forward reaction prediction with 1.9M reactions from USPTO patents (1976-2016). The task is: Predict the product of the given reaction. (1) The product is: [Br:7][C:8]1[CH:13]=[CH:12][CH:11]=[CH:10][C:9]=1[C:18]1[CH:27]=[CH:26][C:25]2[C:20](=[CH:21][CH:22]=[CH:23][CH:24]=2)[CH:19]=1. Given the reactants C(=O)([O-])[O-].[K+].[K+].[Br:7][C:8]1[CH:13]=[CH:12][CH:11]=[CH:10][C:9]=1B(O)O.Br[C:18]1[CH:27]=[CH:26][C:25]2[C:20](=[CH:21][CH:22]=[CH:23][CH:24]=2)[CH:19]=1.N#N.C1(P(C2C=CC=CC=2)C2C=CC=CC=2)C=CC=CC=1, predict the reaction product. (2) Given the reactants [CH3:1][O:2][C:3]([C:5]1[C:6]([CH3:17])=[C:7]2[C:12](Cl)=[C:11]([C:14]#[N:15])[CH:10]=[N:9][N:8]2[CH:16]=1)=[O:4].[C:18]([O:22][C:23](=[O:42])[C:24]([O:27][C:28]1[CH:33]=[CH:32][CH:31]=[CH:30][C:29]=1[O:34][C:35]1[CH:40]=[CH:39][C:38]([NH2:41])=[CH:37][CH:36]=1)([CH3:26])[CH3:25])([CH3:21])([CH3:20])[CH3:19].C([O-])([O-])=O.[K+].[K+], predict the reaction product. The product is: [CH3:1][O:2][C:3]([C:5]1[C:6]([CH3:17])=[C:7]2[C:12]([NH:41][C:38]3[CH:39]=[CH:40][C:35]([O:34][C:29]4[CH:30]=[CH:31][CH:32]=[CH:33][C:28]=4[O:27][C:24]([C:23]([O:22][C:18]([CH3:21])([CH3:20])[CH3:19])=[O:42])([CH3:26])[CH3:25])=[CH:36][CH:37]=3)=[C:11]([C:14]#[N:15])[CH:10]=[N:9][N:8]2[CH:16]=1)=[O:4]. (3) Given the reactants [C:1]([C:3]1[CH:4]=[C:5]([CH:10]=[CH:11][C:12]=1[O:13][CH3:14])[C:6](OC)=[O:7])#[N:2], predict the reaction product. The product is: [OH:7][CH2:6][C:5]1[CH:10]=[CH:11][C:12]([O:13][CH3:14])=[C:3]([CH:4]=1)[C:1]#[N:2]. (4) Given the reactants [Cl:1][C:2]1[CH:7]=[C:6]([O:8][C:9]2[CH:10]=[N:11][C:12]([N+:15]([O-])=O)=[CH:13][CH:14]=2)[CH:5]=[CH:4][N:3]=1.[Cl-].[NH4+], predict the reaction product. The product is: [Cl:1][C:2]1[CH:7]=[C:6]([O:8][C:9]2[CH:14]=[CH:13][C:12]([NH2:15])=[N:11][CH:10]=2)[CH:5]=[CH:4][N:3]=1. (5) Given the reactants CC(C)([O-])C.[K+].[C:7]([CH2:9]P(=O)(OCC)OCC)#[N:8].O=[C:19]1[CH2:22][N:21]([C:23]([O:25][C:26]([CH3:29])([CH3:28])[CH3:27])=[O:24])[CH2:20]1.O, predict the reaction product. The product is: [C:7]([CH:9]=[C:19]1[CH2:22][N:21]([C:23]([O:25][C:26]([CH3:29])([CH3:28])[CH3:27])=[O:24])[CH2:20]1)#[N:8]. (6) Given the reactants [Br:1][C:2]1[CH:3]=[C:4]2[CH:10]=[CH:9][NH:8][C:5]2=[N:6][CH:7]=1.[I:11]N1C(=O)CCC1=O, predict the reaction product. The product is: [Br:1][C:2]1[CH:3]=[C:4]2[C:10]([I:11])=[CH:9][NH:8][C:5]2=[N:6][CH:7]=1. (7) Given the reactants [F:1][C:2]1[CH:11]=[CH:10][C:9]([F:12])=[C:8]2[C:3]=1[CH:4]1[O:13][CH:5]1[CH2:6][O:7]2.[Cl:14][C:15]1[CH:20]=[CH:19][C:18]([SH:21])=[CH:17][CH:16]=1.O, predict the reaction product. The product is: [Cl:14][C:15]1[CH:20]=[CH:19][C:18]([S:21][CH:4]2[C:3]3[C:8](=[C:9]([F:12])[CH:10]=[CH:11][C:2]=3[F:1])[O:7][CH2:6][CH:5]2[OH:13])=[CH:17][CH:16]=1. (8) Given the reactants C(NC(C)C)(C)C.[Cl:8][C:9]1[CH:13]=[CH:12][S:11][CH:10]=1.[CH2:14]([N:21]1[CH2:26][CH2:25][CH:24]([CH2:27][CH:28]=[O:29])[CH2:23][CH2:22]1)[C:15]1[CH:20]=[CH:19][CH:18]=[CH:17][CH:16]=1.[Cl-].[NH4+], predict the reaction product. The product is: [CH2:14]([N:21]1[CH2:26][CH2:25][CH:24]([CH2:27][CH:28]([C:10]2[S:11][CH:12]=[CH:13][C:9]=2[Cl:8])[OH:29])[CH2:23][CH2:22]1)[C:15]1[CH:20]=[CH:19][CH:18]=[CH:17][CH:16]=1. (9) Given the reactants C1C(=O)N([Br:8])C(=O)C1.S(C)C.[O:12]=[C:13]1[CH:18]=[CH:17][CH:16]=[CH:15][N:14]1[C:19]1[CH:39]=[CH:38][C:22]([CH2:23]N2C(CC3C=CC(C#N)=CC=3)=CN=C2)=[CH:21][CH:20]=1, predict the reaction product. The product is: [O:12]=[C:13]1[CH:18]=[CH:17][CH:16]=[CH:15][N:14]1[C:19]1[CH:39]=[CH:38][C:22]([CH2:23][Br:8])=[CH:21][CH:20]=1.